From a dataset of Full USPTO retrosynthesis dataset with 1.9M reactions from patents (1976-2016). Predict the reactants needed to synthesize the given product. (1) Given the product [Cl:18][C:9]1[N:8]=[C:7]([NH:23][N:22]([CH3:24])[CH3:21])[C:6]2[C:11](=[CH:12][CH:13]=[C:4]([N+:1]([O-:3])=[O:2])[CH:5]=2)[N:10]=1, predict the reactants needed to synthesize it. The reactants are: [N+:1]([C:4]1[CH:5]=[C:6]2[C:11](=[CH:12][CH:13]=1)[NH:10][C:9](=O)[NH:8][C:7]2=O)([O-:3])=[O:2].P(Cl)(Cl)([Cl:18])=O.[CH3:21][N:22]([CH3:24])[NH2:23]. (2) Given the product [CH3:28][O:27][C:17]1[CH:18]=[C:19]([CH2:22][C:23]([O:25][CH3:26])=[O:24])[CH:20]=[CH:21][C:16]=1[O:10][S:9]([C:8]([F:14])([F:13])[F:7])(=[O:12])=[O:11], predict the reactants needed to synthesize it. The reactants are: N1C=CC=CC=1.[F:7][C:8]([F:14])([F:13])[S:9]([OH:12])(=[O:11])=[O:10].O[C:16]1[CH:21]=[CH:20][C:19]([CH2:22][C:23]([O:25][CH3:26])=[O:24])=[CH:18][C:17]=1[O:27][CH3:28].O. (3) The reactants are: [NH2:1][CH:2]1[CH2:7][CH2:6][N:5]([CH2:8][C:9]2[CH:14]=[CH:13][CH:12]=[CH:11][CH:10]=2)[CH2:4][CH2:3]1.[CH3:15][O:16][C:17]([C:19]1[CH:26]=[CH:25][C:22]([CH:23]=O)=[C:21]([N+:27]([O-:29])=[O:28])[CH:20]=1)=[O:18].[BH4-].[Na+]. Given the product [C:9]1([CH2:8][N:5]2[CH2:6][CH2:7][CH:2]([NH:1][CH2:23][C:22]3[CH:25]=[CH:26][C:19]([C:17]([O:16][CH3:15])=[O:18])=[CH:20][C:21]=3[N+:27]([O-:29])=[O:28])[CH2:3][CH2:4]2)[CH:14]=[CH:13][CH:12]=[CH:11][CH:10]=1, predict the reactants needed to synthesize it. (4) Given the product [CH2:1]([S:8][C:9]1[N:10]=[C:11]([Cl:43])[CH:12]=[C:13]([C:15]2[CH:20]=[CH:19][C:18]([F:21])=[C:17]([Cl:22])[CH:16]=2)[N:14]=1)[C:2]1[CH:7]=[CH:6][CH:5]=[CH:4][CH:3]=1, predict the reactants needed to synthesize it. The reactants are: [CH2:1]([S:8][C:9]1[N:14]=[C:13]([C:15]2[CH:20]=[CH:19][C:18]([F:21])=[C:17]([Cl:22])[CH:16]=2)[CH:12]=[C:11](N2CCN(C3C(Cl)=CC=CN=3)C[C@H]2C)[N:10]=1)[C:2]1[CH:7]=[CH:6][CH:5]=[CH:4][CH:3]=1.C1C=C([Cl:43])C=C(C(OO)=O)C=1. (5) The reactants are: [CH3:1][C:2]1[CH:7]=[CH:6][C:5]([O:8][C:9]2[CH:14]=[CH:13][C:12]([N+:15]([O-])=O)=[CH:11][C:10]=2[CH3:18])=[CH:4][N:3]=1.[H][H]. Given the product [CH3:18][C:10]1[CH:11]=[C:12]([CH:13]=[CH:14][C:9]=1[O:8][C:5]1[CH:4]=[N:3][C:2]([CH3:1])=[CH:7][CH:6]=1)[NH2:15], predict the reactants needed to synthesize it. (6) Given the product [CH2:18]([C:2]1[CH:7]=[CH:6][CH:5]=[CH:4][C:3]=1[NH:8][CH:9]1[CH2:14][CH2:13][N:12]([C:15](=[O:17])[CH3:16])[CH2:11][CH2:10]1)[CH2:19][C:20]1[CH:25]=[CH:24][CH:23]=[CH:22][CH:21]=1, predict the reactants needed to synthesize it. The reactants are: Br[C:2]1[CH:7]=[CH:6][CH:5]=[CH:4][C:3]=1[NH:8][CH:9]1[CH2:14][CH2:13][N:12]([C:15](=[O:17])[CH3:16])[CH2:11][CH2:10]1.[CH2:18]=[CH:19][C:20]1[CH:25]=[CH:24][CH:23]=[CH:22][CH:21]=1.C1(C)C=CC=CC=1P(C1C=CC=CC=1C)C1C=CC=CC=1C.